From a dataset of Full USPTO retrosynthesis dataset with 1.9M reactions from patents (1976-2016). Predict the reactants needed to synthesize the given product. Given the product [NH2:1][C:2]1[C:3]([C:9]2[CH:18]=[CH:17][C:12]([C:13]([O:15][CH3:16])=[O:14])=[C:11]([F:19])[CH:10]=2)=[N:4][C:5]([C:32]2[CH2:33][CH2:34][CH:29]([CH2:28][O:27][CH2:20][C:21]3[CH:22]=[CH:23][CH:24]=[CH:25][CH:26]=3)[CH2:30][CH:31]=2)=[CH:6][N:7]=1, predict the reactants needed to synthesize it. The reactants are: [NH2:1][C:2]1[C:3]([C:9]2[CH:18]=[CH:17][C:12]([C:13]([O:15][CH3:16])=[O:14])=[C:11]([F:19])[CH:10]=2)=[N:4][C:5](Br)=[CH:6][N:7]=1.[CH2:20]([O:27][CH2:28][CH:29]1[CH2:34][CH2:33][C:32](B2OC(C)(C)C(C)(C)O2)=[CH:31][CH2:30]1)[C:21]1[CH:26]=[CH:25][CH:24]=[CH:23][CH:22]=1.C([O-])([O-])=O.[Na+].[Na+].